From a dataset of Peptide-MHC class II binding affinity with 134,281 pairs from IEDB. Regression. Given a peptide amino acid sequence and an MHC pseudo amino acid sequence, predict their binding affinity value. This is MHC class II binding data. (1) The peptide sequence is TAKAPGLVPKLDAAY. The MHC is HLA-DPA10201-DPB11401 with pseudo-sequence HLA-DPA10201-DPB11401. The binding affinity (normalized) is 0.273. (2) The peptide sequence is KWVQMCSRTLKNSHQ. The MHC is DRB1_0401 with pseudo-sequence DRB1_0401. The binding affinity (normalized) is 0.650. (3) The peptide sequence is IIFSQNMNIKLKMPL. The MHC is HLA-DQA10501-DQB10301 with pseudo-sequence HLA-DQA10501-DQB10301. The binding affinity (normalized) is 0.0235. (4) The peptide sequence is APEKKYTVFETALKK. The MHC is HLA-DQA10401-DQB10402 with pseudo-sequence HLA-DQA10401-DQB10402. The binding affinity (normalized) is 0.177.